Dataset: Full USPTO retrosynthesis dataset with 1.9M reactions from patents (1976-2016). Task: Predict the reactants needed to synthesize the given product. (1) Given the product [Cl:28][C:24]1[C:23]([F:29])=[C:22]([N:15]([CH:31]2[CH2:35][CH2:34][CH2:33][CH2:32]2)[C:13](=[O:14])[N:12]([CH3:60])[C:10]2[S:11][C:7]([S:6][CH2:5][C:4]([OH:3])=[O:30])=[CH:8][N:9]=2)[CH:27]=[CH:26][CH:25]=1, predict the reactants needed to synthesize it. The reactants are: C([O:3][C:4](=[O:30])[CH2:5][S:6][C:7]1[S:11][C:10]([NH:12][C:13]([N:15]([C:22]2[CH:27]=[CH:26][CH:25]=[C:24]([Cl:28])[C:23]=2[F:29])CC2CCCC2)=[O:14])=[N:9][CH:8]=1)C.[CH:31]1(N(C2C=CC(S(C)(=O)=O)=CC=2)C(=O)N(C)C2SC=C(CC(O)=O)N=2)[CH2:35][CH2:34][CH2:33][CH2:32]1.[CH:60]1(CNC2C=CC=C(Cl)C=2F)CCCC1.C(OC(=O)CSC1SC(N)=NC=1)C. (2) Given the product [O:35]1[CH2:40][CH2:39][O:38][C:37]2[C:41]([N:45]3[CH2:46][CH2:47][N:48]([CH2:17][CH2:18][CH2:19][CH2:20][O:21][C:22]4[N:59]=[C:30]5[C:25]([CH2:26][CH2:27][C:28](=[O:32])[NH:29]5)=[CH:24][CH:23]=4)[CH2:49][CH2:50]3)=[CH:42][CH:43]=[CH:44][C:36]1=2, predict the reactants needed to synthesize it. The reactants are: C(OC1C=CC=CC=1N1CCCN([CH2:17][CH2:18][CH2:19][CH2:20][O:21][C:22]2C=[C:30]3[C:25]([CH2:26][CH2:27][C:28](=[O:32])[NH:29]3)=[CH:24][CH:23]=2)CC1)C.[Na+].[I-].[O:35]1[CH2:40][CH2:39][O:38][C:37]2[C:41]([N:45]3[CH2:50][CH2:49][NH:48][CH2:47][CH2:46]3)=[CH:42][CH:43]=[CH:44][C:36]1=2.C([O-])([O-])=O.[K+].[K+].CC#[N:59]. (3) The reactants are: C([O:5][C:6](=[O:35])[CH2:7][O:8][C:9]1[CH:10]=[C:11]2[C:15](=[CH:16][CH:17]=1)[NH:14][C:13]([C:18](=[O:34])[NH:19][C:20]1[CH:25]=[CH:24][CH:23]=[CH:22][C:21]=1[NH:26]C(OC(C)(C)C)=O)=[CH:12]2)(C)(C)C.NC1C=CC=CC=1NC(C1SC2C=CC(OCC(O)=O)=CC=2C=1)=O. Given the product [NH2:26][C:21]1[CH:22]=[CH:23][CH:24]=[CH:25][C:20]=1[NH:19][C:18]([C:13]1[NH:14][C:15]2[C:11]([CH:12]=1)=[CH:10][C:9]([O:8][CH2:7][C:6]([OH:35])=[O:5])=[CH:17][CH:16]=2)=[O:34], predict the reactants needed to synthesize it. (4) Given the product [N:1]([C@@H:4]([C@H:19]([C:21]1[CH:26]=[CH:25][C:24]([F:27])=[CH:23][CH:22]=1)[CH3:20])[C:5]([OH:6])=[O:28])=[N+:2]=[N-:3], predict the reactants needed to synthesize it. The reactants are: [N:1]([C@@H:4]([C@H:19]([C:21]1[CH:26]=[CH:25][C:24]([F:27])=[CH:23][CH:22]=1)[CH3:20])[C:5](N1[C@@H](C2C=CC=CC=2)COC1=O)=[O:6])=[N+:2]=[N-:3].[OH2:28].OO.[OH-].[Li+]. (5) Given the product [Cl:7][C:8]1[C:16]([Cl:17])=[C:15]2[C:11]([CH2:12][CH:13]([CH:19]([CH3:21])[CH3:20])[CH2:14]2)=[CH:10][C:9]=1[O:2][C:1]([C:25]1[CH:32]=[CH:31][C:28]([C:29]#[N:30])=[CH:27][CH:26]=1)=[O:4], predict the reactants needed to synthesize it. The reactants are: [C:1](=[O:4])([O-])[O-:2].[K+].[K+].[Cl:7][C:8]1[C:16]([Cl:17])=[C:15]2[C:11]([CH2:12][CH:13]([CH:19]([CH3:21])[CH3:20])[C:14]2=O)=[CH:10][C:9]=1O.BrC[C:25]1[CH:32]=[CH:31][C:28]([C:29]#[N:30])=[CH:27][CH:26]=1. (6) Given the product [CH3:24][N:25]1[C:26](=[O:58])[C:27]([NH:40][C:41]2[CH:46]=[CH:45][C:44]([N:47]3[CH2:52][CH2:51][N:50]([CH:53]4[CH2:54][O:55][CH2:56]4)[CH2:49][C@@H:48]3[CH3:57])=[CH:43][N:42]=2)=[CH:28][C:29]([C:2]2[C:7]([CH:8]=[O:9])=[C:6]([N:10]3[CH2:22][CH2:21][C:20]4[N:19]5[C:14]([CH2:15][CH2:16][CH2:17][CH2:18]5)=[CH:13][C:12]=4[C:11]3=[O:23])[N:5]=[CH:4][CH:3]=2)=[CH:30]1, predict the reactants needed to synthesize it. The reactants are: Cl[C:2]1[C:7]([CH:8]=[O:9])=[C:6]([N:10]2[CH2:22][CH2:21][C:20]3[N:19]4[C:14]([CH2:15][CH2:16][CH2:17][CH2:18]4)=[CH:13][C:12]=3[C:11]2=[O:23])[N:5]=[CH:4][CH:3]=1.[CH3:24][N:25]1[CH:30]=[C:29](B2OC(C)(C)C(C)(C)O2)[CH:28]=[C:27]([NH:40][C:41]2[CH:46]=[CH:45][C:44]([N:47]3[CH2:52][CH2:51][N:50]([CH:53]4[CH2:56][O:55][CH2:54]4)[CH2:49][C@@H:48]3[CH3:57])=[CH:43][N:42]=2)[C:26]1=[O:58].[O-]P([O-])([O-])=O.[K+].[K+].[K+].C([O-])(=O)C.[Na+]. (7) The reactants are: C([Li])CCC.[Br-].C1([C:13]([PH3+])([C:20]2[CH:25]=[CH:24]C=[CH:22][CH:21]=2)C2C=CC=CC=2)C=CC=CC=1.[C:27]([O:31][C:32]([N:34]1CCC(C=O)C1)=[O:33])([CH3:30])([CH3:29])[CH3:28].[Cl-].[NH4+]. Given the product [C:27]([O:31][C:32]([N:34]1[CH2:24][CH2:25][CH:20]([CH:21]=[CH2:22])[CH2:13]1)=[O:33])([CH3:30])([CH3:29])[CH3:28], predict the reactants needed to synthesize it.